Dataset: Peptide-MHC class I binding affinity with 185,985 pairs from IEDB/IMGT. Task: Regression. Given a peptide amino acid sequence and an MHC pseudo amino acid sequence, predict their binding affinity value. This is MHC class I binding data. (1) The peptide sequence is LLGLILFVLA. The MHC is HLA-A02:03 with pseudo-sequence HLA-A02:03. The binding affinity (normalized) is 0.240. (2) The peptide sequence is GMDPRMCSL. The MHC is HLA-A02:12 with pseudo-sequence HLA-A02:12. The binding affinity (normalized) is 0.695.